This data is from Forward reaction prediction with 1.9M reactions from USPTO patents (1976-2016). The task is: Predict the product of the given reaction. (1) Given the reactants [F:1][C:2]1[C:7]2[CH2:8][CH2:9][CH2:10][CH2:11][C:12](=[O:13])[C:6]=2[C:5]([F:14])=[CH:4][C:3]=1[N:15]1[CH2:19][C@H:18]([CH2:20][NH:21][C:22](=[O:24])[CH3:23])[O:17][C:16]1=[O:25].CO[CH:28](OC)[N:29]([CH3:31])[CH3:30], predict the reaction product. The product is: [CH3:28][N:29]([CH:31]=[C:11]1[CH2:10][CH2:9][CH2:8][C:7]2[C:2]([F:1])=[C:3]([N:15]3[CH2:19][C@H:18]([CH2:20][NH:21][C:22](=[O:24])[CH3:23])[O:17][C:16]3=[O:25])[CH:4]=[C:5]([F:14])[C:6]=2[C:12]1=[O:13])[CH3:30]. (2) Given the reactants [Br:1][C:2]1[CH:3]=[CH:4][C:5]2[O:14][CH2:13][CH2:12][C:11]3[N:7]([N:8]=[C:9]([C:15]([NH2:17])=[O:16])[CH:10]=3)[C:6]=2[CH:18]=1.CO[CH:21](OC)[N:22]([CH3:24])[CH3:23], predict the reaction product. The product is: [CH3:21][N:22]([CH3:24])[CH:23]=[N:17][C:15]([C:9]1[CH:10]=[C:11]2[N:7]([N:8]=1)[C:6]1[CH:18]=[C:2]([Br:1])[CH:3]=[CH:4][C:5]=1[O:14][CH2:13][CH2:12]2)=[O:16].